Dataset: Full USPTO retrosynthesis dataset with 1.9M reactions from patents (1976-2016). Task: Predict the reactants needed to synthesize the given product. (1) The reactants are: [Cl:1][C:2]1[CH:19]=[CH:18][C:17]([C@H:20]2[C@H:25]([OH:26])[C@@H:24]([OH:27])[C@H:23]([OH:28])[C@@H:22]([CH2:29][OH:30])[O:21]2)=[CH:16][C:3]=1[CH2:4][C:5]1[CH:6]=[C:7]2[C:12](=[CH:13][CH:14]=1)[O:11][CH:10]=[CH:9][C:8]2=[O:15].CO. Given the product [Cl:1][C:2]1[CH:19]=[CH:18][C:17]([C@H:20]2[C@H:25]([OH:26])[C@@H:24]([OH:27])[C@H:23]([OH:28])[C@@H:22]([CH2:29][OH:30])[O:21]2)=[CH:16][C:3]=1[CH2:4][C:5]1[CH:6]=[C:7]2[C:12](=[CH:13][CH:14]=1)[O:11][CH2:10][CH2:9][C:8]2=[O:15], predict the reactants needed to synthesize it. (2) Given the product [CH2:1]([NH:8][CH2:14][CH2:15][CH:16]1[CH2:17][CH2:18][N:19]([C:22]([O:24][C:25]([CH3:26])([CH3:28])[CH3:27])=[O:23])[CH2:20][CH2:21]1)[C:2]1[CH:7]=[CH:6][CH:5]=[CH:4][CH:3]=1, predict the reactants needed to synthesize it. The reactants are: [CH2:1]([NH2:8])[C:2]1[CH:7]=[CH:6][CH:5]=[CH:4][CH:3]=1.CS(O[CH2:14][CH2:15][CH:16]1[CH2:21][CH2:20][N:19]([C:22]([O:24][C:25]([CH3:28])([CH3:27])[CH3:26])=[O:23])[CH2:18][CH2:17]1)(=O)=O.C(N(CC)CC)C. (3) Given the product [F:40][C:37]1[CH:38]=[CH:39][C:34]([O:33][CH2:32][CH2:31][CH2:30][S:6][C:7]2[N:8]([C:17]3[CH:18]=[CH:19][C:20]([O:23][CH2:24][C:25]([F:28])([F:27])[F:26])=[CH:21][CH:22]=3)[C:9](=[O:16])[C:10]3[NH:15][CH:14]=[CH:13][C:11]=3[N:12]=2)=[CH:35][CH:36]=1, predict the reactants needed to synthesize it. The reactants are: C(=O)([O-])O.[Na+].[S:6]=[C:7]1[NH:12][C:11]2[CH:13]=[CH:14][NH:15][C:10]=2[C:9](=[O:16])[N:8]1[C:17]1[CH:22]=[CH:21][C:20]([O:23][CH2:24][C:25]([F:28])([F:27])[F:26])=[CH:19][CH:18]=1.Cl[CH2:30][CH2:31][CH2:32][O:33][C:34]1[CH:39]=[CH:38][C:37]([F:40])=[CH:36][CH:35]=1.[I-].[Na+]. (4) Given the product [CH2:9]1[O:8][C:5]2[CH:6]=[CH:7][C:2]([NH:17][CH2:11][C:12]3[O:16][CH:15]=[CH:14][CH:13]=3)=[CH:3][C:4]=2[O:10]1, predict the reactants needed to synthesize it. The reactants are: Br[C:2]1[CH:7]=[CH:6][C:5]2[O:8][CH2:9][O:10][C:4]=2[CH:3]=1.[CH2:11]([NH2:17])[C:12]1[O:16][CH:15]=[CH:14][CH:13]=1. (5) Given the product [CH3:32][N:29]1[CH2:30][CH2:31][C:25]2[C:24]([N:33]3[CH2:38][CH2:37][O:36][CH2:35][C@@H:34]3[CH3:39])=[N:23][C:22]([C:19]3[CH:18]=[CH:17][C:16]([NH:15][C:13]4[NH:14][C:9](=[O:8])[CH:10]=[CH:11][CH:12]=4)=[CH:21][CH:20]=3)=[N:27][C:26]=2[CH2:28]1, predict the reactants needed to synthesize it. The reactants are: C([O:8][C:9]1[N:14]=[C:13]([NH:15][C:16]2[CH:21]=[CH:20][C:19]([C:22]3[N:23]=[C:24]([N:33]4[CH2:38][CH2:37][O:36][CH2:35][C@@H:34]4[CH3:39])[C:25]4[CH2:31][CH2:30][N:29]([CH3:32])[CH2:28][C:26]=4[N:27]=3)=[CH:18][CH:17]=2)[CH:12]=[CH:11][CH:10]=1)C1C=CC=CC=1.C(OC1N=C(NC2C=CC(C3N=C(N4CCOC[C@@H]4C)C4CCNCC=4N=3)=CC=2)C=CC=1)C1C=CC=CC=1.CCN(C(C)C)C(C)C.CI. (6) Given the product [O:11]=[C:9]1[CH2:8][N:7]([C:23]([O:25][C:26]2[CH:27]=[CH:28][C:29]([N+:32]([O-:34])=[O:33])=[CH:30][CH:31]=2)=[O:24])[C:6]2[N:12]=[CH:13][C:3]([C:2]([F:14])([F:1])[F:15])=[CH:4][C:5]=2[NH:10]1, predict the reactants needed to synthesize it. The reactants are: [F:1][C:2]([F:15])([F:14])[C:3]1[CH:13]=[N:12][C:6]2[NH:7][CH2:8][C:9](=[O:11])[NH:10][C:5]=2[CH:4]=1.CN(C)C(=O)C.Cl[C:23]([O:25][C:26]1[CH:31]=[CH:30][C:29]([N+:32]([O-:34])=[O:33])=[CH:28][CH:27]=1)=[O:24]. (7) Given the product [F:34][C@@H:10]1[C@H:11]2[N:12]=[C:13]([NH:25][CH3:26])[S:14][C@H:15]2[O:16][C@H:17]([C@:18]([OH:24])([CH3:23])[C:19]([F:22])([F:21])[F:20])[C@H:9]1[OH:8], predict the reactants needed to synthesize it. The reactants are: C([O:8][C@@H:9]1[C@@H:17]([C@:18]([OH:24])([CH3:23])[C:19]([F:22])([F:21])[F:20])[O:16][C@H:15]2[C@H:11]([N:12]=[C:13]([N:25](C)[C:26](=O)OC(C)(C)C)[S:14]2)[C@H:10]1[F:34])C1C=CC=CC=1.B(Cl)(Cl)Cl. (8) Given the product [CH3:34][O:33][C:31](=[O:32])[CH2:30][O:24][C:7]1[N:6]=[C:5]2[S:4][C:3]([C:20](=[O:21])[NH2:22])=[C:2]([NH2:1])[C:10]2=[C:9]([CH3:11])[CH:8]=1, predict the reactants needed to synthesize it. The reactants are: [NH2:1][C:2]1[C:10]2[C:5](=[N:6][C:7](N3CCNCC3)=[CH:8][C:9]=2[CH2:11]CC)[S:4][C:3]=1[C:20]([NH2:22])=[O:21].C([O-])([O-])=[O:24].[K+].[K+].Br[CH2:30][C:31]([O:33][CH3:34])=[O:32].[H-].[Na+]. (9) Given the product [CH3:3][C@@H:2]([C@@H:24]([OH:25])[C:20]1[CH:19]=[N:18][CH:23]=[CH:22][CH:21]=1)[C:1]([N:5]1[C@@H:9]([CH2:10][C:11]2[CH:12]=[CH:13][CH:14]=[CH:15][CH:16]=2)[CH2:8][O:7][C:6]1=[O:17])=[O:4], predict the reactants needed to synthesize it. The reactants are: [C:1]([N:5]1[C@@H:9]([CH2:10][C:11]2[CH:16]=[CH:15][CH:14]=[CH:13][CH:12]=2)[CH2:8][O:7][C:6]1=[O:17])(=[O:4])[CH2:2][CH3:3].[N:18]1[CH:23]=[CH:22][CH:21]=[C:20]([CH:24]=[O:25])[CH:19]=1.